Dataset: Reaction yield outcomes from USPTO patents with 853,638 reactions. Task: Predict the reaction yield, written as a fraction of the theoretical maximum amount of product (1.0 means a 100% yield; for example, 0.34 means a 34% yield). The reactants are [F:1][C:2]1[CH:3]=[C:4]([C:10]2[C:11]([C:17]3[CH:22]=[CH:21][C:20]([O:23][CH3:24])=[CH:19][CH:18]=3)=[CH:12][C:13](=[O:16])[NH:14][N:15]=2)[CH:5]=[CH:6][C:7]=1[O:8][CH3:9].[CH2:25](Br)[CH:26]([CH3:28])[CH3:27]. No catalyst specified. The product is [F:1][C:2]1[CH:3]=[C:4]([C:10]2[C:11]([C:17]3[CH:18]=[CH:19][C:20]([O:23][CH3:24])=[CH:21][CH:22]=3)=[CH:12][C:13](=[O:16])[N:14]([CH2:25][CH:26]([CH3:28])[CH3:27])[N:15]=2)[CH:5]=[CH:6][C:7]=1[O:8][CH3:9]. The yield is 0.913.